Dataset: Retrosynthesis with 50K atom-mapped reactions and 10 reaction types from USPTO. Task: Predict the reactants needed to synthesize the given product. (1) Given the product O=C(O)C(F)(F)F, predict the reactants needed to synthesize it. The reactants are: CC(C)(C)OC(=O)NC1CCc2cc(CN3CCCCC3)ccc2C1. (2) Given the product O=C(O)C1Cc2ccc(OCCCCCOc3cc(-c4ccccc4)cc(-c4ccccc4)n3)cc2CN1, predict the reactants needed to synthesize it. The reactants are: CC(C)(C)OC(=O)N1Cc2cc(OCCCCCOc3cc(-c4ccccc4)cc(-c4ccccc4)n3)ccc2CC1C(=O)O. (3) Given the product ON=Cc1ccc2c(c1)OC(F)(F)O2, predict the reactants needed to synthesize it. The reactants are: NO.O=Cc1ccc2c(c1)OC(F)(F)O2.